Dataset: Forward reaction prediction with 1.9M reactions from USPTO patents (1976-2016). Task: Predict the product of the given reaction. (1) The product is: [CH3:15][C:12]1([CH3:16])[O:13][CH2:14][C:8]2=[C:7]([NH:17][CH2:18][CH2:19][C:20]3[CH:25]=[CH:24][CH:23]=[CH:22][CH:21]=3)[N:6]=[C:5]3[S:4][C:3]4[C:26](=[O:27])[NH:28][CH:30]=[N:1][C:2]=4[C:10]3=[C:9]2[CH2:11]1. Given the reactants [NH2:1][C:2]1[C:10]2[C:5](=[N:6][C:7]([NH:17][CH2:18][CH2:19][C:20]3[CH:25]=[CH:24][CH:23]=[CH:22][CH:21]=3)=[C:8]3[CH2:14][O:13][C:12]([CH3:16])([CH3:15])[CH2:11][C:9]3=2)[S:4][C:3]=1[C:26]([NH2:28])=[O:27].O.[C:30]1(C)C=CC(S(O)(=O)=O)=CC=1, predict the reaction product. (2) Given the reactants [CH3:1][C:2]1[CH:7]=[C:6]([CH2:8][O:9]C(=O)C)[CH:5]=[CH:4][N:3]=1.[OH-].[NH4+], predict the reaction product. The product is: [CH3:1][C:2]1[CH:7]=[C:6]([CH2:8][OH:9])[CH:5]=[CH:4][N:3]=1. (3) Given the reactants [Cl:1][C:2]1[CH:3]=[C:4]([CH:9](O)[C:10]2([F:22])[CH2:14][CH2:13][N:12]([C:15]([O:17][C:18]([CH3:21])([CH3:20])[CH3:19])=[O:16])[CH2:11]2)[CH:5]=[CH:6][C:7]=1[F:8].[C:24]1(=[O:34])[NH:28][C:27](=[O:29])[C:26]2=[CH:30][CH:31]=[CH:32][CH:33]=[C:25]12.C1C=CC(P(C2C=CC=CC=2)C2C=CC=CC=2)=CC=1.CCOC(/N=N/C(OCC)=O)=O, predict the reaction product. The product is: [Cl:1][C:2]1[CH:3]=[C:4]([CH:9]([N:28]2[C:24](=[O:34])[C:25]3[C:26](=[CH:30][CH:31]=[CH:32][CH:33]=3)[C:27]2=[O:29])[C:10]2([F:22])[CH2:14][CH2:13][N:12]([C:15]([O:17][C:18]([CH3:21])([CH3:20])[CH3:19])=[O:16])[CH2:11]2)[CH:5]=[CH:6][C:7]=1[F:8]. (4) Given the reactants [OH:1][C:2]1[CH:7]=[CH:6][CH:5]=[CH:4][C:3]=1[SH:8].Br[CH2:10][CH2:11][CH2:12][C:13]([O:15]CC)=[O:14].[OH-].[K+].[OH-].[Na+], predict the reaction product. The product is: [OH:1][C:2]1[CH:7]=[CH:6][CH:5]=[CH:4][C:3]=1[S:8][CH2:10][CH2:11][CH2:12][C:13]([OH:15])=[O:14]. (5) Given the reactants C([Sn](CCCC)(CCCC)[C:6]1[S:10][N:9]=[C:8]([CH3:11])[CH:7]=1)CCC.Cl[C:21]1[N:26]=[C:25]([NH:27][C:28]2[N:33]=[CH:32][C:31]3[N:34]=[C:35]([CH3:40])[N:36]([CH:37]([CH3:39])[CH3:38])[C:30]=3[CH:29]=2)[CH:24]=[CH:23][N:22]=1.CN(C)C(=O)C, predict the reaction product. The product is: [CH:37]([N:36]1[C:30]2[CH:29]=[C:28]([NH:27][C:25]3[CH:24]=[CH:23][N:22]=[C:21]([C:6]4[S:10][N:9]=[C:8]([CH3:11])[CH:7]=4)[N:26]=3)[N:33]=[CH:32][C:31]=2[N:34]=[C:35]1[CH3:40])([CH3:39])[CH3:38]. (6) Given the reactants C1(C)C=CC(S(O)(=O)=O)=CC=1.[OH:12][C:13]1([CH3:20])[CH2:18][CH2:17][C:16](=[O:19])[CH2:15][CH2:14]1.[O:21]1[CH:26]=[CH:25][CH2:24][CH2:23][CH2:22]1, predict the reaction product. The product is: [CH3:20][C:13]1([O:12][CH:22]2[CH2:23][CH2:24][CH2:25][CH2:26][O:21]2)[CH2:18][CH2:17][C:16](=[O:19])[CH2:15][CH2:14]1. (7) Given the reactants [CH3:1][S@:2]([C:4]1[CH:9]=[CH:8][C:7]([CH3:10])=[CH:6][CH:5]=1)=[O:3].C1CCCCC1.[Br:17][C:18]1[CH:19]=[C:20]([C:27]([CH3:36])([CH3:35])[CH2:28][C:29](=[O:34])[C:30]([F:33])([F:32])[F:31])[C:21]2[O:25][CH2:24][CH2:23][C:22]=2[CH:26]=1.C1COCC1, predict the reaction product. The product is: [Br:17][C:18]1[CH:19]=[C:20]([C:27]([CH3:36])([CH3:35])[CH2:28][C@:29]([CH2:1][S@:2]([C:4]2[CH:9]=[CH:8][C:7]([CH3:10])=[CH:6][CH:5]=2)=[O:3])([OH:34])[C:30]([F:31])([F:32])[F:33])[C:21]2[O:25][CH2:24][CH2:23][C:22]=2[CH:26]=1.[Br:17][C:18]1[CH:19]=[C:20]([C:27]([CH3:36])([CH3:35])[CH2:28][C@@:29]([CH2:1][S@:2]([C:4]2[CH:9]=[CH:8][C:7]([CH3:10])=[CH:6][CH:5]=2)=[O:3])([OH:34])[C:30]([F:31])([F:32])[F:33])[C:21]2[O:25][CH2:24][CH2:23][C:22]=2[CH:26]=1.